Dataset: NCI-60 drug combinations with 297,098 pairs across 59 cell lines. Task: Regression. Given two drug SMILES strings and cell line genomic features, predict the synergy score measuring deviation from expected non-interaction effect. (1) Drug 1: CC1=C(C=C(C=C1)NC2=NC=CC(=N2)N(C)C3=CC4=NN(C(=C4C=C3)C)C)S(=O)(=O)N.Cl. Drug 2: C1C(C(OC1N2C=NC3=C(N=C(N=C32)Cl)N)CO)O. Cell line: HCT-15. Synergy scores: CSS=7.67, Synergy_ZIP=-0.916, Synergy_Bliss=3.67, Synergy_Loewe=-13.9, Synergy_HSA=1.52. (2) Drug 2: COC1=NC(=NC2=C1N=CN2C3C(C(C(O3)CO)O)O)N. Synergy scores: CSS=68.6, Synergy_ZIP=-2.14, Synergy_Bliss=-2.29, Synergy_Loewe=-2.54, Synergy_HSA=1.10. Cell line: HL-60(TB). Drug 1: CC(CN1CC(=O)NC(=O)C1)N2CC(=O)NC(=O)C2. (3) Drug 1: C1=CC(=CC=C1C#N)C(C2=CC=C(C=C2)C#N)N3C=NC=N3. Drug 2: C#CCC(CC1=CN=C2C(=N1)C(=NC(=N2)N)N)C3=CC=C(C=C3)C(=O)NC(CCC(=O)O)C(=O)O. Cell line: MCF7. Synergy scores: CSS=34.0, Synergy_ZIP=5.19, Synergy_Bliss=3.62, Synergy_Loewe=-16.8, Synergy_HSA=0.344. (4) Drug 1: CC1=C2C(C(=O)C3(C(CC4C(C3C(C(C2(C)C)(CC1OC(=O)C(C(C5=CC=CC=C5)NC(=O)OC(C)(C)C)O)O)OC(=O)C6=CC=CC=C6)(CO4)OC(=O)C)OC)C)OC. Drug 2: CCC1=CC2CC(C3=C(CN(C2)C1)C4=CC=CC=C4N3)(C5=C(C=C6C(=C5)C78CCN9C7C(C=CC9)(C(C(C8N6C)(C(=O)OC)O)OC(=O)C)CC)OC)C(=O)OC.C(C(C(=O)O)O)(C(=O)O)O. Cell line: NCI-H226. Synergy scores: CSS=48.4, Synergy_ZIP=-6.06, Synergy_Bliss=-5.80, Synergy_Loewe=-2.73, Synergy_HSA=-1.94. (5) Drug 1: CCC1=CC2CC(C3=C(CN(C2)C1)C4=CC=CC=C4N3)(C5=C(C=C6C(=C5)C78CCN9C7C(C=CC9)(C(C(C8N6C)(C(=O)OC)O)OC(=O)C)CC)OC)C(=O)OC.C(C(C(=O)O)O)(C(=O)O)O. Drug 2: CS(=O)(=O)CCNCC1=CC=C(O1)C2=CC3=C(C=C2)N=CN=C3NC4=CC(=C(C=C4)OCC5=CC(=CC=C5)F)Cl. Cell line: SF-295. Synergy scores: CSS=43.6, Synergy_ZIP=5.93, Synergy_Bliss=7.24, Synergy_Loewe=-21.0, Synergy_HSA=7.60. (6) Drug 1: C1CC(=O)NC(=O)C1N2CC3=C(C2=O)C=CC=C3N. Drug 2: CC1CCCC2(C(O2)CC(NC(=O)CC(C(C(=O)C(C1O)C)(C)C)O)C(=CC3=CSC(=N3)C)C)C. Cell line: OVCAR-5. Synergy scores: CSS=10.1, Synergy_ZIP=-0.774, Synergy_Bliss=2.50, Synergy_Loewe=1.51, Synergy_HSA=1.43.